This data is from M1 muscarinic receptor agonist screen with 61,833 compounds. The task is: Binary Classification. Given a drug SMILES string, predict its activity (active/inactive) in a high-throughput screening assay against a specified biological target. The drug is o1c2c(c(C(=O)Nc3cc(OC)c(OC)cc3)c1)cccc2. The result is 0 (inactive).